Dataset: Full USPTO retrosynthesis dataset with 1.9M reactions from patents (1976-2016). Task: Predict the reactants needed to synthesize the given product. The reactants are: [Cl:1][C:2]1[CH:16]=[C:15]([NH:17][C:18]2[CH:23]=[CH:22][C:21]([F:24])=[CH:20][C:19]=2[CH3:25])[CH:14]=[CH:13][C:3]=1[C:4]([C:6]1[CH:11]=[CH:10][CH:9]=[CH:8][C:7]=1[CH3:12])=[O:5].[H-].[Na+].[CH3:28]I.O. Given the product [Cl:1][C:2]1[CH:16]=[C:15]([N:17]([C:18]2[CH:23]=[CH:22][C:21]([F:24])=[CH:20][C:19]=2[CH3:25])[CH3:28])[CH:14]=[CH:13][C:3]=1[C:4]([C:6]1[CH:11]=[CH:10][CH:9]=[CH:8][C:7]=1[CH3:12])=[O:5], predict the reactants needed to synthesize it.